This data is from Reaction yield outcomes from USPTO patents with 853,638 reactions. The task is: Predict the reaction yield, written as a fraction of the theoretical maximum amount of product (1.0 means a 100% yield; for example, 0.34 means a 34% yield). (1) The reactants are C(OC([C:6]1[N:11]2[N:12]=[CH:13][CH:14]=[C:10]2[N:9]=[C:8]([C:15]2[CH:20]=[CH:19][C:18]([Cl:21])=[CH:17][CH:16]=2)[CH:7]=1)=O)C.[CH3:22][Mg]Br.C([O:27][CH2:28][CH3:29])C.S(=O)(=O)(O)O. The catalyst is C(OCC)C. The product is [Cl:21][C:18]1[CH:19]=[CH:20][C:15]([C:8]2[CH:7]=[C:6]([C:28]([OH:27])([CH3:29])[CH3:22])[N:11]3[N:12]=[CH:13][CH:14]=[C:10]3[N:9]=2)=[CH:16][CH:17]=1. The yield is 0.630. (2) The reactants are [P:1]([Cl:6])([Cl:5])([O:3][CH3:4])=[O:2].[N:7]1[CH:12]=[CH:11][CH:10]=[CH:9][CH:8]=1. No catalyst specified. The product is [P:1]([Cl:6])([Cl:5])([O-:3])=[O:2].[CH3:4][N+:7]1[CH:12]=[CH:11][CH:10]=[CH:9][CH:8]=1. The yield is 0.600. (3) The reactants are [NH2:1][CH2:2][C@@H:3]1[CH2:7][CH2:6][N:5]([C:8]2[C:17]3[C:12](=[CH:13][C:14]([CH3:18])=[CH:15][CH:16]=3)[N:11]=[C:10]([C:19]3[CH:24]=[CH:23][CH:22]=[CH:21][C:20]=3[OH:25])[N:9]=2)[CH2:4]1.CN(C=O)C.C(N(CC)CC)C.Cl[C:39]([O:41][CH2:42][C:43]([CH3:46])([CH3:45])[CH3:44])=[O:40]. The catalyst is C(Cl)Cl. The product is [OH:25][C:20]1[CH:21]=[CH:22][CH:23]=[CH:24][C:19]=1[C:10]1[N:9]=[C:8]([N:5]2[CH2:6][CH2:7][C@@H:3]([CH2:2][NH:1][C:39](=[O:40])[O:41][CH2:42][C:43]([CH3:46])([CH3:45])[CH3:44])[CH2:4]2)[C:17]2[C:12](=[CH:13][C:14]([CH3:18])=[CH:15][CH:16]=2)[N:11]=1. The yield is 0.940. (4) The reactants are [OH:1][CH2:2][C@H:3]1[O:7][C:6](=[O:8])[CH2:5][CH2:4]1.CN(C)CC.C[Si](Cl)(C)C.Br[CH2:20][C:21]1[C:26]([Cl:27])=[CH:25][C:24]([C:28]2[CH:33]=[CH:32][C:31]([F:34])=[CH:30][CH:29]=2)=[CH:23][C:22]=1[Cl:35].C[Si](C)(C)[N-][Si](C)(C)C.[Li+].P(=O)(O)(O)O. The catalyst is C1COCC1.O.C(OCC)(=O)C. The product is [Cl:27][C:26]1[CH:25]=[C:24]([C:28]2[CH:33]=[CH:32][C:31]([F:34])=[CH:30][CH:29]=2)[CH:23]=[C:22]([Cl:35])[C:21]=1[CH2:20][C@@H:5]1[CH2:4][C@@H:3]([CH2:2][OH:1])[O:7][C:6]1=[O:8]. The yield is 0.590. (5) The reactants are [CH3:1][C:2]1[CH:10]=[CH:9][C:5]([C:6]([OH:8])=[O:7])=[CH:4][CH:3]=1.C(OOC(=O)C1C=CC=CC=1)(=O)C1C=CC=CC=1.[Br:29]N1C(=O)CCC1=O. The catalyst is C1C=CC=CC=1. The product is [Br:29][CH2:1][C:2]1[CH:10]=[CH:9][C:5]([C:6]([OH:8])=[O:7])=[CH:4][CH:3]=1. The yield is 0.779.